Task: Predict the reaction yield, written as a fraction of the theoretical maximum amount of product (1.0 means a 100% yield; for example, 0.34 means a 34% yield).. Dataset: Reaction yield outcomes from USPTO patents with 853,638 reactions (1) The reactants are [Br:1][C:2]1[CH:12]=[CH:11][CH:10]=[C:9]([Br:13])[C:3]=1[O:4][CH2:5][C:6]([NH2:8])=O.B.CSC.[ClH:18]. The catalyst is O1CCCC1. The product is [ClH:18].[Br:1][C:2]1[CH:12]=[CH:11][CH:10]=[C:9]([Br:13])[C:3]=1[O:4][CH2:5][CH2:6][NH2:8]. The yield is 0.733. (2) The reactants are [CH3:1][O:2][C:3]1[CH:8]=[CH:7][CH:6]=[CH:5][C:4]=1[S:9]([N:12]([CH3:31])[C:13]1[CH:14]=[CH:15][CH:16]=[C:17]2[C:21]=1[NH:20][C:19]([C:22]1[S:23][CH:24]([CH2:27][C:28](O)=[O:29])[CH2:25][N:26]=1)=[CH:18]2)(=[O:11])=[O:10].N[N:33]1[CH:37]=[N:36][CH:35]=[N:34]1.[N:38]1(O)C2C=CC=CC=2N=N1.Cl.CN(C)CCCN=C=NCC. The catalyst is C(OCC)(=O)C.CN(C)C=O. The product is [CH3:1][O:2][C:3]1[CH:8]=[CH:7][CH:6]=[CH:5][C:4]=1[S:9]([N:12]([CH3:31])[C:13]1[CH:14]=[CH:15][CH:16]=[C:17]2[C:21]=1[NH:20][C:19]([C:22]1[S:23][CH:24]([CH2:27][C:28]([NH:38][C:35]3[NH:36][CH:37]=[N:33][N:34]=3)=[O:29])[CH2:25][N:26]=1)=[CH:18]2)(=[O:10])=[O:11]. The yield is 0.690. (3) The reactants are [Li]CCCC.[CH3:6][Si:7]([CH3:12])([CH3:11])[C:8]#[C:9][CH3:10].Cl[CH2:14][C:15]1[N:19]([CH3:20])[C:18]2[CH:21]=[CH:22][CH:23]=[CH:24][C:17]=2[N:16]=1. The catalyst is C1COCC1. The product is [CH3:20][N:19]1[C:18]2[CH:21]=[CH:22][CH:23]=[CH:24][C:17]=2[N:16]=[C:15]1[CH2:14][CH2:10][C:9]#[C:8][Si:7]([CH3:12])([CH3:11])[CH3:6]. The yield is 0.230. (4) The reactants are [Cl:1][C:2]1[N:10]=[C:9]2[C:5]([NH:6][CH:7]=[N:8]2)=[C:4](Cl)[N:3]=1.[NH3:12].CO. No catalyst specified. The product is [NH2:12][C:4]1[N:3]=[C:2]([Cl:1])[N:10]=[C:9]2[C:5]=1[NH:6][CH:7]=[N:8]2. The yield is 0.600. (5) The reactants are Cl.[C:2]([C:6]1[CH:7]=[CH:8][C:9]([O:15][CH3:16])=[C:10]([CH:14]=1)[C:11]([OH:13])=[O:12])([CH3:5])([CH3:4])[CH3:3].[CH3:17]O. No catalyst specified. The product is [CH3:17][O:12][C:11](=[O:13])[C:10]1[CH:14]=[C:6]([C:2]([CH3:5])([CH3:3])[CH3:4])[CH:7]=[CH:8][C:9]=1[O:15][CH3:16]. The yield is 0.950.